The task is: Predict the reactants needed to synthesize the given product.. This data is from Full USPTO retrosynthesis dataset with 1.9M reactions from patents (1976-2016). Given the product [C:1]([C:3]([C:11]1[S:12][C:13]([C:16]#[N:17])=[CH:14][CH:15]=1)([CH:8]([CH3:10])[CH3:9])[CH2:4][CH2:5][CH2:6][N:32]1[CH2:33][CH2:34][N:29]([CH2:28][CH2:27][O:26][C:23]2[CH:22]=[CH:21][C:20]([C:19]([F:36])([F:18])[F:35])=[CH:25][N:24]=2)[CH2:30][CH2:31]1)#[N:2], predict the reactants needed to synthesize it. The reactants are: [C:1]([C:3]([C:11]1[S:12][C:13]([C:16]#[N:17])=[CH:14][CH:15]=1)([CH:8]([CH3:10])[CH3:9])[CH2:4][CH2:5][CH2:6]I)#[N:2].[F:18][C:19]([F:36])([F:35])[C:20]1[CH:21]=[CH:22][C:23]([O:26][CH2:27][CH2:28][N:29]2[CH2:34][CH2:33][NH:32][CH2:31][CH2:30]2)=[N:24][CH:25]=1.